Dataset: Peptide-MHC class I binding affinity with 185,985 pairs from IEDB/IMGT. Task: Regression. Given a peptide amino acid sequence and an MHC pseudo amino acid sequence, predict their binding affinity value. This is MHC class I binding data. (1) The peptide sequence is ETLDVFGPI. The MHC is HLA-B57:01 with pseudo-sequence HLA-B57:01. The binding affinity (normalized) is 0.0847. (2) The peptide sequence is ISNYICVAW. The MHC is HLA-B07:02 with pseudo-sequence HLA-B07:02. The binding affinity (normalized) is 0.0847.